Dataset: Full USPTO retrosynthesis dataset with 1.9M reactions from patents (1976-2016). Task: Predict the reactants needed to synthesize the given product. (1) The reactants are: [NH2:1][C:2]([C:4]1[C:9]([CH3:10])=[CH:8][CH:7]=[CH:6][C:5]=1[NH:11][C:12](=O)[C:13]([O:15][CH2:16][CH3:17])=[O:14])=[O:3].CC[O-].[Na+].Cl. Given the product [CH3:10][C:9]1[CH:8]=[CH:7][CH:6]=[C:5]2[C:4]=1[C:2](=[O:3])[NH:1][C:12]([C:13]([O:15][CH2:16][CH3:17])=[O:14])=[N:11]2, predict the reactants needed to synthesize it. (2) Given the product [CH2:40]([CH:42]([CH2:45][CH3:46])[CH2:43][O:20][C:21]1[C:30]([CH3:31])=[C:29]2[C:24]([CH:25]=[C:26]([C:36]([O:38][CH3:39])=[O:37])[CH:27]([C:32]([F:35])([F:33])[F:34])[O:28]2)=[CH:23][CH:22]=1)[CH3:41], predict the reactants needed to synthesize it. The reactants are: C1C=CC(P(C2C=CC=CC=2)C2C=CC=CC=2)=CC=1.[OH:20][C:21]1[C:30]([CH3:31])=[C:29]2[C:24]([CH:25]=[C:26]([C:36]([O:38][CH3:39])=[O:37])[CH:27]([C:32]([F:35])([F:34])[F:33])[O:28]2)=[CH:23][CH:22]=1.[CH2:40]([CH:42]([CH2:45][CH3:46])[CH2:43]O)[CH3:41].N(C(OCC)=O)=NC([O-])=O. (3) Given the product [F:14][C:12]1[C:11]([C:15]([F:18])([F:17])[F:16])=[CH:10][C:9]2[NH:19][C:20](=[O:43])[CH2:21][C:22]([C:23]3[CH:28]=[CH:27][CH:26]=[C:25]([N:29]4[C:33]([CH2:34][OH:35])=[CH:32][N:31]=[N:30]4)[CH:24]=3)=[N:7][C:8]=2[CH:13]=1, predict the reactants needed to synthesize it. The reactants are: C(OC(=O)[NH:7][C:8]1[CH:13]=[C:12]([F:14])[C:11]([C:15]([F:18])([F:17])[F:16])=[CH:10][C:9]=1[NH:19][C:20](=[O:43])[CH2:21][C:22](=O)[C:23]1[CH:28]=[CH:27][CH:26]=[C:25]([N:29]2[C:33]([CH2:34][O:35]C3CCCCO3)=[CH:32][N:31]=[N:30]2)[CH:24]=1)(C)(C)C.C(O)(C(F)(F)F)=O. (4) Given the product [Cl:1][C:2]1[CH:27]=[CH:26][C:5]([CH2:6][N:7]2[C:16](=[O:17])[C:15]3[N+:14]([O-:36])=[C:13]4[CH2:18][CH2:19][CH2:20][CH2:21][C:12]4=[N:11][C:10]=3[N:9]([CH2:22][CH2:23][CH3:24])[C:8]2=[O:25])=[CH:4][CH:3]=1, predict the reactants needed to synthesize it. The reactants are: [Cl:1][C:2]1[CH:27]=[CH:26][C:5]([CH2:6][N:7]2[C:16](=[O:17])[C:15]3[C:10](=[N:11][C:12]4[CH2:21][CH2:20][CH2:19][CH2:18][C:13]=4[N:14]=3)[N:9]([CH2:22][CH2:23][CH3:24])[C:8]2=[O:25])=[CH:4][CH:3]=1.ClC1C=CC=C(C(OO)=[O:36])C=1. (5) Given the product [C:32]([N:10]1[CH2:11][CH2:12][C@H:13]([O:14][CH2:15][C:16]2[CH:17]=[C:18]([C:26]([F:29])([F:27])[F:28])[CH:19]=[C:20]([C:22]([F:23])([F:24])[F:25])[CH:21]=2)[C@H:8]([CH2:1][C:2]2[CH:7]=[CH:6][CH:5]=[CH:4][CH:3]=2)[CH2:9]1)(=[O:33])[CH3:31], predict the reactants needed to synthesize it. The reactants are: [CH2:1]([C@H:8]1[C@@H:13]([O:14][CH2:15][C:16]2[CH:21]=[C:20]([C:22]([F:25])([F:24])[F:23])[CH:19]=[C:18]([C:26]([F:29])([F:28])[F:27])[CH:17]=2)[CH2:12][CH2:11][NH:10][CH2:9]1)[C:2]1[CH:7]=[CH:6][CH:5]=[CH:4][CH:3]=1.C1C[O:33][CH2:32][CH2:31]1. (6) Given the product [F:24][C:18]1[CH:19]=[CH:20][C:21]([OH:23])=[CH:22][C:17]=1[CH2:16][CH2:15][CH2:14][NH:13][C:9]1[N:8]=[C:7]([CH3:25])[C:6]([C:4]([OH:5])=[O:3])=[C:11]([CH3:12])[N:10]=1, predict the reactants needed to synthesize it. The reactants are: C([O:3][C:4]([C:6]1[C:7]([CH3:25])=[N:8][C:9]([NH:13][CH2:14][CH2:15][CH2:16][C:17]2[CH:22]=[C:21]([OH:23])[CH:20]=[CH:19][C:18]=2[F:24])=[N:10][C:11]=1[CH3:12])=[O:5])C.O.[OH-].[Li+]. (7) Given the product [OH:2][C:3]1[CH:4]=[C:5]([C:9]([CH3:13])([CH3:12])[C:10]#[N:11])[CH:6]=[CH:7][CH:8]=1, predict the reactants needed to synthesize it. The reactants are: C[O:2][C:3]1[CH:4]=[C:5]([C:9]([CH3:13])([CH3:12])[C:10]#[N:11])[CH:6]=[CH:7][CH:8]=1.Cl.[NH+]1C=CC=CC=1. (8) Given the product [C:15]([N:12]1[C:13]2[CH:14]=[CH:2][CH:3]=[CH:4][C:5]=2[C:6]2[CH:7]=[CH:8][C:9]3[CH:21]=[C:20]([C:53]4[CH:52]=[CH:4][C:3]([C:29]5[N:28]([C:22]6[CH:27]=[CH:26][CH:25]=[CH:24][CH:23]=6)[C:32]6[CH:33]=[CH:34][CH:35]=[CH:36][C:31]=6[N:30]=5)=[CH:2][CH:14]=4)[CH:19]=[CH:18][C:10]=3[C:11]1=2)(=[O:17])[CH3:16], predict the reactants needed to synthesize it. The reactants are: Br[C:2]1[CH:14]=[C:13]2[C:5]([C:6]3[C:11]([N:12]2[C:15](=[O:17])[CH3:16])=[C:10]2[CH:18]=[CH:19][CH:20]=[CH:21][C:9]2=[CH:8][CH:7]=3)=[CH:4][CH:3]=1.[C:22]1([N:28]2[C:32]3[CH:33]=[CH:34][CH:35]=[CH:36][C:31]=3[N:30]=[C:29]2C2C=CC(B(O)O)=CC=2)[CH:27]=[CH:26][CH:25]=[CH:24][CH:23]=1.C(=O)([O-])[O-].[K+].[K+].[CH2:52](O)[CH3:53]. (9) Given the product [Cl:1][C:2]1[N:7]=[C:6]([S:8][CH2:9][C:10]2[CH:15]=[CH:14][CH:13]=[CH:12][CH:11]=2)[N:5]=[C:4]([NH2:16])[C:3]=1[NH2:17], predict the reactants needed to synthesize it. The reactants are: [Cl:1][C:2]1[N:7]=[C:6]([S:8][CH2:9][C:10]2[CH:15]=[CH:14][CH:13]=[CH:12][CH:11]=2)[N:5]=[C:4]([NH2:16])[C:3]=1[N+:17]([O-])=O.[NH4+].[Cl-].